Predict which catalyst facilitates the given reaction. From a dataset of Catalyst prediction with 721,799 reactions and 888 catalyst types from USPTO. Product: [NH2:9][C:10]1[C:19]2[C:14](=[C:15]([O:5][CH2:4][CH2:3][N:2]([CH3:6])[CH3:1])[C:16]([N:20]3[C:28]4[CH2:27][C:26]([CH3:30])([CH3:29])[CH2:25][C:24](=[O:31])[C:23]=4[C:22]([CH3:32])=[CH:21]3)=[CH:17][CH:18]=2)[N:13]=[CH:12][N:11]=1. Reactant: [CH3:1][N:2]([CH3:6])[CH2:3][CH2:4][OH:5].[H-].[Na+].[NH2:9][C:10]1[C:19]2[C:14](=[C:15](F)[C:16]([N:20]3[C:28]4[CH2:27][C:26]([CH3:30])([CH3:29])[CH2:25][C:24](=[O:31])[C:23]=4[C:22]([CH3:32])=[CH:21]3)=[CH:17][CH:18]=2)[N:13]=[CH:12][N:11]=1. The catalyst class is: 3.